Dataset: Human Reference Interactome with 51,813 positive PPI pairs across 8,248 proteins, plus equal number of experimentally-validated negative pairs. Task: Binary Classification. Given two protein amino acid sequences, predict whether they physically interact or not. (1) Protein 1 (ENSG00000110811) has sequence MLRLLRPLLLLLLLPPPGSPEPPGLTQLSPGAPPQAPDLLYADGLRAYAAGAWAPAVALLREALRSQAALGRVRLDCGASCAADPGAALPAVLLGAPEPDSGPGPTQGSWERQLLRAALRRADCLTQCAARRLGPGGAARLRVGSALRDAFRRREPYNYLQRAYYQLKKLDLAAAAAHTFFVANPMHLQMREDMAKYRRMSGVRPQSFRDLETPPHWAAYDTGLELLGRQEAGLALPRLEEALQGSLAQMESCRADCEGPEEQQGAEEEEDGAASQGGLYEAIAGHWIQVLQCRQRCVGE.... Protein 2 (ENSG00000079150) has sequence MPKTMHFLFRFIVFFYLWGLFTAQRQKKEESTEEVKIEVLHRPENCSKTSKKGDLLNAHYDGYLAKDGSKFYCSRTQNEGHPKWFVLGVGQVIKGLDIAMTDMCPGEKRKVVIPPSFAYGKEGYGST*MPKTMHFLFRFIVFFYLWGLFTAQRQKKEESTEEVKIEVLHRPENCSKTSKKGDLLNAHYDGYLAKDGSKFYCSRRQDSTGCYIDF*XGYLAKDGSKFYCSRTQNEGHPKWFVLGVGQVIKGLDIAMTDMCPGEKRKVVIPPSFAYGKEGYGST*MPKTMHFLFRFIVFFYL.... Result: 0 (the proteins do not interact). (2) Protein 1 (ENSG00000164054) has sequence MTAPVPAPRILLPLLLLLLLTPPPGARGEVCMASRGLSLFPESCPDFCCGTCDDQYCCSDVLKKFVWSEERCAVPEASVPASVEPVEQLGSALRFRPGYNDPMSGFGATLAVGLTIFVLSVVTIIICFTCSCCCLYKTCRRPRPVVTTTTSTTVVHAPYPQPPSVPPSYPGPSYQGYHTMPPQPGMPAAPYPMQYPPPYPAQPMGPPAYHETLAGGAAAPYPASQPPYNPAYMDAPKAAL*MTAPVPAPRILLPLLLLLLLTPPPGARGEVCMASRGLSLFPESCPDFCCGTCDDQYCCS.... Protein 2 (ENSG00000155545) has sequence MLVHDYDDERTLEEEEMMDEGKNFSSEIEDLEKEGTMPLEDLLAFYGYEPTIPAVANSSANSSPSELADELPDMTLDKEEIAKDLLSGDDEETQSSADDLTPSVTSHETSDFFPRPLRSNTACDGDKESEVEDVETDSGNSPEDLMAEASFGSSSPVCFIPVGSLSSEDHDFDPTAEMLVHDYDDERTLEEEEMMDEGKNFSSEIEDLEKEGTMPLEDLLAFYGYEPTIPAVANSSANSSPSELADELPDMTLDKEEIAKDLLSGDDEETQSSADDLTPSVTSHETSDFFPRPLRSNTAC.... Result: 0 (the proteins do not interact). (3) Protein 1 (ENSG00000148908) has sequence MFNRAVSRLSRKRPPSDIHDSDGSSSSSHQSLKSTAKWAASLENLLEDPEGVKRFREFLKKEFSEENVLFWLACEDFKKMQDKTQMQEKAKEIYMTFLSSKASSQVNVEGQSRLNEKILEEPHPLMFQKLQDQIFNLMKYDSYSRFLKSDLFLKHKRTEEEEEDLPDAQTAAKRASRIYNT*MQSELCFADIHDSDGSSSSSHQSLKSTAKWAASLENLLEDPEGVKRFREFLKKEFSEENVLFWLACEDFKKMQDKTQMQEKAKEIYMTFLSSKASSQVNVEGQSRLNEKILEEPHPLM.... Protein 2 (ENSG00000129911) has sequence MSAAVACVDYFAADVLMAISSGAVVHRGRPGPEGAGPAAGLDVRAARREAASPGTPGPPPPPPAASGPGPGAAAAPHLLAASILADLRGGPGAAPGGASPASSSSAASSPSSGRAPGAAPSAAAKSHRCPFPDCAKAYYKSSHLKSHLRTHTGERPFACDWQGCDKKFARSDELARHHRTHTGEKRFSCPLCSKRFTRSDHLAKHARRHPGFHPDLLRRPGARSTSPSDSLPCSLAGSPAPSPAPSPAPAGL*MAAPAAVAGAPGAQRGERPFACDWQGCDKKFARSDELARHHRTHTGE.... Result: 0 (the proteins do not interact). (4) Protein 1 (ENSG00000167216) has sequence MEYESYYFVKFQKYPKIVKKSSDTAENNLPQRSRGKTRRMMNDSCQNLPKINQQRPRSKTTAGKTGDTKSLNKEHPNQEVVDNTRLESANFGLHISRIRKDSGEENAHPRRGQIIDFQGLLTDAIKGATSELALNTFDHNPDPSERLLKPLSAFIGMNSEMRELAAVVSRDIYLHNPNIKWNDIIGLDAAKQLVKEAVVYPIRYPQLFTGILSPWKGLLLYGPPGTGKTLLAKAVATECKTTFFNISASTIVSKWRGDSEKLVRVLFELARYHAPSTIFLDELESVMSQRGTASGGEHEG.... Protein 2 (ENSG00000185482) has sequence MTEKEVLESPKPSFPAETRQSGLQRLKQLLRKGSTGTKEMELPPEPQANGEAVGAGGGPIYYIYEEEEEEEEEEEEPPPEPPKLVNDKPHKFKDHFFKKPKFCDVCARMIVLNNKFGLRCKNCKTNIHEHCQSYVEMQRCFGKIPPGFHRAYSSPLYSNQQYACVKDLSAANRNDPVFETLRTGVIMANKERKKGQADKKNPVAAMMEEEPESARPEEGKPQDGNPEGDKKAEKKTPDDKHKQPGFQQSHYFVALYRFKALEKDDLDFPPGEKITVIDDSNEEWWRGKIGEKVGFFPPNF.... Result: 0 (the proteins do not interact). (5) Protein 1 (ENSG00000159840) has sequence MAAPRPSPAISVSVSAPAFYAPQKKFGPVVAPKPKVNPFRPGDSEPPPAPGAQRAQMGRVGEIPPPPPEDFPLPPPPLAGDGDDAEGALGGAFPPPPPPIEESFPPAPLEEEIFPSPPPPPEEEGGPEAPIPPPPQPREKVSSIDLEIDSLSSLLDDMTKNDPFKARVSSGYVPPPVATPFSSKSSTKPAAGGTAPLPPWKSPSSSQPLPQVPAPAQSQTQFHVQPQPQPKPQVQLHVQSQTQPVSLANTQPRGPPASSPAPAPKFSPVTPKFTPVASKFSPGAPGGSGSQPNQKLGHPE.... Protein 2 (ENSG00000177971) has sequence MVRKLKFHEQKLLKQVDFLNWEVTDHNLHELRVLRRYRLQRREDYTRYNQLSRAVRELARRLRDLPERDQFRVRASAALLDKLYALGLVPTRGSLELCDFVTASSFCRRRLPTVLLKLRMAQHLQAAVAFVEQGHVRVGPDVVTDPAFLVTRSMEDFVTWVDSSKIKRHVLEYNEERDDFDLEA*. Result: 1 (the proteins interact).